From a dataset of NCI-60 drug combinations with 297,098 pairs across 59 cell lines. Regression. Given two drug SMILES strings and cell line genomic features, predict the synergy score measuring deviation from expected non-interaction effect. (1) Drug 1: CNC(=O)C1=CC=CC=C1SC2=CC3=C(C=C2)C(=NN3)C=CC4=CC=CC=N4. Drug 2: C1CC(C1)(C(=O)O)C(=O)O.[NH2-].[NH2-].[Pt+2]. Cell line: RPMI-8226. Synergy scores: CSS=43.9, Synergy_ZIP=4.55, Synergy_Bliss=6.94, Synergy_Loewe=3.61, Synergy_HSA=3.11. (2) Drug 1: CCCCC(=O)OCC(=O)C1(CC(C2=C(C1)C(=C3C(=C2O)C(=O)C4=C(C3=O)C=CC=C4OC)O)OC5CC(C(C(O5)C)O)NC(=O)C(F)(F)F)O. Drug 2: C1CN(P(=O)(OC1)NCCCl)CCCl. Cell line: NCI-H226. Synergy scores: CSS=46.9, Synergy_ZIP=3.92, Synergy_Bliss=4.15, Synergy_Loewe=-21.6, Synergy_HSA=2.49. (3) Drug 1: C1CC(CNC1)C2=CC=C(C=C2)N3C=C4C=CC=C(C4=N3)C(=O)N. Drug 2: CC1(CCCN1)C2=NC3=C(C=CC=C3N2)C(=O)N. Cell line: HT29. Synergy scores: CSS=16.5, Synergy_ZIP=7.18, Synergy_Bliss=11.1, Synergy_Loewe=-1.01, Synergy_HSA=7.25. (4) Drug 1: CC1=CC=C(C=C1)C2=CC(=NN2C3=CC=C(C=C3)S(=O)(=O)N)C(F)(F)F. Drug 2: C1C(C(OC1N2C=NC3=C(N=C(N=C32)Cl)N)CO)O. Cell line: SN12C. Synergy scores: CSS=42.9, Synergy_ZIP=-0.978, Synergy_Bliss=-1.30, Synergy_Loewe=-23.1, Synergy_HSA=0.382. (5) Drug 1: C1CCN(CC1)CCOC2=CC=C(C=C2)C(=O)C3=C(SC4=C3C=CC(=C4)O)C5=CC=C(C=C5)O. Drug 2: CC(C1=C(C=CC(=C1Cl)F)Cl)OC2=C(N=CC(=C2)C3=CN(N=C3)C4CCNCC4)N. Cell line: OVCAR-8. Synergy scores: CSS=-0.424, Synergy_ZIP=1.69, Synergy_Bliss=1.34, Synergy_Loewe=-2.33, Synergy_HSA=-1.85. (6) Drug 1: C1CC(=O)NC(=O)C1N2CC3=C(C2=O)C=CC=C3N. Drug 2: C1=NC(=NC(=O)N1C2C(C(C(O2)CO)O)O)N. Cell line: NCI-H226. Synergy scores: CSS=1.39, Synergy_ZIP=-1.20, Synergy_Bliss=-1.79, Synergy_Loewe=-6.52, Synergy_HSA=-3.34. (7) Drug 1: CCC1(CC2CC(C3=C(CCN(C2)C1)C4=CC=CC=C4N3)(C5=C(C=C6C(=C5)C78CCN9C7C(C=CC9)(C(C(C8N6C)(C(=O)OC)O)OC(=O)C)CC)OC)C(=O)OC)O.OS(=O)(=O)O. Drug 2: C(CC(=O)O)C(=O)CN.Cl. Cell line: RXF 393. Synergy scores: CSS=10.8, Synergy_ZIP=-5.72, Synergy_Bliss=-4.72, Synergy_Loewe=-49.3, Synergy_HSA=-3.72. (8) Drug 1: CCCCC(=O)OCC(=O)C1(CC(C2=C(C1)C(=C3C(=C2O)C(=O)C4=C(C3=O)C=CC=C4OC)O)OC5CC(C(C(O5)C)O)NC(=O)C(F)(F)F)O. Drug 2: CC(C)NC(=O)C1=CC=C(C=C1)CNNC.Cl. Cell line: MDA-MB-435. Synergy scores: CSS=25.3, Synergy_ZIP=6.92, Synergy_Bliss=8.61, Synergy_Loewe=5.87, Synergy_HSA=7.06. (9) Drug 1: CCCCCOC(=O)NC1=NC(=O)N(C=C1F)C2C(C(C(O2)C)O)O. Drug 2: C1=NNC2=C1C(=O)NC=N2. Cell line: SK-MEL-2. Synergy scores: CSS=18.1, Synergy_ZIP=-4.18, Synergy_Bliss=-5.03, Synergy_Loewe=4.01, Synergy_HSA=2.64.